From a dataset of Forward reaction prediction with 1.9M reactions from USPTO patents (1976-2016). Predict the product of the given reaction. Given the reactants [O:1]1[CH2:6][CH2:5][CH:4]([OH:7])[CH2:3][CH2:2]1.C1(S(O[CH2:18][CH2:19][O:20][C:21]2[CH:26]=[CH:25][C:24]([B:27]3[O:31][C:30]([CH3:33])([CH3:32])[C:29]([CH3:35])([CH3:34])[O:28]3)=[CH:23][CH:22]=2)(=O)=O)C=CC=CC=1, predict the reaction product. The product is: [CH3:33][C:30]1([CH3:32])[C:29]([CH3:34])([CH3:35])[O:28][B:27]([C:24]2[CH:23]=[CH:22][C:21]([O:20][CH2:19][CH2:18][O:7][CH:4]3[CH2:5][CH2:6][O:1][CH2:2][CH2:3]3)=[CH:26][CH:25]=2)[O:31]1.